Regression. Given two drug SMILES strings and cell line genomic features, predict the synergy score measuring deviation from expected non-interaction effect. From a dataset of NCI-60 drug combinations with 297,098 pairs across 59 cell lines. (1) Drug 1: CCCCC(=O)OCC(=O)C1(CC(C2=C(C1)C(=C3C(=C2O)C(=O)C4=C(C3=O)C=CC=C4OC)O)OC5CC(C(C(O5)C)O)NC(=O)C(F)(F)F)O. Drug 2: C#CCC(CC1=CN=C2C(=N1)C(=NC(=N2)N)N)C3=CC=C(C=C3)C(=O)NC(CCC(=O)O)C(=O)O. Cell line: NCI-H226. Synergy scores: CSS=31.8, Synergy_ZIP=-0.962, Synergy_Bliss=0.424, Synergy_Loewe=-1.22, Synergy_HSA=-0.847. (2) Drug 1: C1C(C(OC1N2C=C(C(=O)NC2=O)F)CO)O. Drug 2: CN1C2=C(C=C(C=C2)N(CCCl)CCCl)N=C1CCCC(=O)O.Cl. Cell line: HT29. Synergy scores: CSS=14.9, Synergy_ZIP=-4.84, Synergy_Bliss=0.494, Synergy_Loewe=-8.04, Synergy_HSA=-1.65.